Dataset: Forward reaction prediction with 1.9M reactions from USPTO patents (1976-2016). Task: Predict the product of the given reaction. Given the reactants FC(F)(F)C=O.[CH:7]1([N:10]2[CH:14]=[C:13]([C:15]3[CH:16]=[C:17]4[C:22](=[CH:23][CH:24]=3)[N:21]([C:25]([O:27][CH3:28])=[O:26])[C@@H:20]([CH3:29])[CH2:19][N:18]4[C:30]([O:32][CH:33]3[CH2:37]CC[CH2:34]3)=[O:31])[CH:12]=[N:11]2)[CH2:9][CH2:8]1.ClC(OC(C)C)=O, predict the reaction product. The product is: [CH:7]1([N:10]2[CH:14]=[C:13]([C:15]3[CH:16]=[C:17]4[C:22](=[CH:23][CH:24]=3)[N:21]([C:25]([O:27][CH3:28])=[O:26])[C@@H:20]([CH3:29])[CH2:19][N:18]4[C:30]([O:32][CH:33]([CH3:37])[CH3:34])=[O:31])[CH:12]=[N:11]2)[CH2:8][CH2:9]1.